From a dataset of Reaction yield outcomes from USPTO patents with 853,638 reactions. Predict the reaction yield, written as a fraction of the theoretical maximum amount of product (1.0 means a 100% yield; for example, 0.34 means a 34% yield). (1) The reactants are C([O:5][C:6](=[O:20])[CH2:7][C:8]1([OH:19])[CH2:11][N:10]([C:12]([O:14][C:15]([CH3:18])([CH3:17])[CH3:16])=[O:13])[CH2:9]1)(C)(C)C.Cl.[OH-].[Na+].O(C(OC(C)(C)C)=O)C(OC(C)(C)C)=O. The catalyst is O1CCOCC1. The product is [C:12]([N:10]1[CH2:9][C:8]([CH2:7][C:6]([OH:20])=[O:5])([OH:19])[CH2:11]1)([O:14][C:15]([CH3:18])([CH3:17])[CH3:16])=[O:13]. The yield is 0.940. (2) The yield is 0.610. The reactants are [Cl:1][C:2]1[CH:7]=[CH:6][C:5]([S:8]([CH2:11][C:12]2[CH:17]=[C:16]([F:18])[CH:15]=[CH:14][C:13]=2[F:19])(=[O:10])=[O:9])=[CH:4][CH:3]=1.[S:20]1[CH2:25][CH2:24][CH:23](O)[CH2:22][CH2:21]1.C(C=P(CCCC)(CCCC)CCCC)#N. The product is [Cl:1][C:2]1[CH:7]=[CH:6][C:5]([S:8]([CH:11]([C:12]2[CH:17]=[C:16]([F:18])[CH:15]=[CH:14][C:13]=2[F:19])[CH:23]2[CH2:24][CH2:25][S:20][CH2:21][CH2:22]2)(=[O:10])=[O:9])=[CH:4][CH:3]=1. The catalyst is C1(C)C=CC=CC=1.CCCCCC.C(OC(C)C)(C)C. (3) The reactants are C(O[CH:4](OCC)[CH2:5][O:6][C:7]1[CH:12]=[CH:11][C:10]([O:13][CH3:14])=[CH:9][CH:8]=1)C.CCO. The catalyst is C1(C)C=CC=CC=1. The product is [CH3:14][O:13][C:10]1[CH:9]=[CH:8][C:7]2[O:6][CH:5]=[CH:4][C:12]=2[CH:11]=1. The yield is 0.330. (4) The reactants are C1([O:7][C:8](=O)[NH:9][CH2:10][CH:11]2[CH2:16][CH2:15][C:14]([N:23]([CH3:25])[CH3:24])([C:17]3[CH:22]=[CH:21][CH:20]=[CH:19][CH:18]=3)[CH2:13][CH2:12]2)C=CC=CC=1.[NH:27]1[CH2:32][CH2:31][CH2:30][CH:29]([C:33]2[C:41]3[C:36](=[CH:37][CH:38]=[CH:39][CH:40]=3)[NH:35][CH:34]=2)[CH2:28]1. The catalyst is O1CCOCC1. The product is [CH3:25][N:23]([CH3:24])[C:14]1([C:17]2[CH:18]=[CH:19][CH:20]=[CH:21][CH:22]=2)[CH2:15][CH2:16][CH:11]([CH2:10][NH:9][C:8]([N:27]2[CH2:32][CH2:31][CH2:30][CH:29]([C:33]3[C:41]4[C:36](=[CH:37][CH:38]=[CH:39][CH:40]=4)[NH:35][CH:34]=3)[CH2:28]2)=[O:7])[CH2:12][CH2:13]1. The yield is 0.310. (5) The reactants are [N+:1]([C:4]1[CH:5]=[C:6]([CH:9]=[CH:10][CH:11]=1)[CH:7]=[O:8])([O-:3])=[O:2].S(=O)(O)[O-].[Na+].[C-:17]#[N:18].[K+]. The catalyst is CCOCC. The product is [OH:8][CH:7]([C:6]1[CH:9]=[CH:10][CH:11]=[C:4]([N+:1]([O-:3])=[O:2])[CH:5]=1)[C:17]#[N:18]. The yield is 0.870. (6) The reactants are [F:1][C:2]1[CH:7]=[CH:6][C:5]([N:8]2[C:16]3[CH:15]=[CH:14][CH:13]=[C:12]([C:17]([O:19]C)=O)[C:11]=3[CH:10]=[CH:9]2)=[CH:4][CH:3]=1.O.[NH2:22][NH2:23].O. The catalyst is C(O)C. The product is [F:1][C:2]1[CH:7]=[CH:6][C:5]([N:8]2[C:16]3[CH:15]=[CH:14][CH:13]=[C:12]([C:17]([NH:22][NH2:23])=[O:19])[C:11]=3[CH:10]=[CH:9]2)=[CH:4][CH:3]=1. The yield is 0.910. (7) The reactants are [NH2:1][C:2]1[C:7]2[C:8]([C:11]3[CH:16]=[CH:15][C:14]([NH:17][C:18]([C:20]4[N:21]([CH3:29])[C:22]5[C:27]([CH:28]=4)=[CH:26][CH:25]=[CH:24][CH:23]=5)=[O:19])=[C:13]([O:30][CH3:31])[CH:12]=3)=[CH:9][S:10][C:6]=2[C:5](I)=[CH:4][N:3]=1.[Cu][C:34]#[N:35]. The catalyst is [C-]#N.C([N+](CC)(CC)CC)C.O1CCOCC1.C1C=CC(/C=C/C(/C=C/C2C=CC=CC=2)=O)=CC=1.C1C=CC(/C=C/C(/C=C/C2C=CC=CC=2)=O)=CC=1.C1C=CC(/C=C/C(/C=C/C2C=CC=CC=2)=O)=CC=1.[Pd].[Pd].C1(P(C2C=CC=CC=2)[C-]2C=CC=C2)C=CC=CC=1.[C-]1(P(C2C=CC=CC=2)C2C=CC=CC=2)C=CC=C1.[Fe+2]. The product is [NH2:1][C:2]1[C:7]2[C:8]([C:11]3[CH:16]=[CH:15][C:14]([NH:17][C:18]([C:20]4[N:21]([CH3:29])[C:22]5[C:27]([CH:28]=4)=[CH:26][CH:25]=[CH:24][CH:23]=5)=[O:19])=[C:13]([O:30][CH3:31])[CH:12]=3)=[CH:9][S:10][C:6]=2[C:5]([C:34]#[N:35])=[CH:4][N:3]=1. The yield is 0.250. (8) The reactants are [NH2:1][C:2]1[CH:7]=[C:6]([C:8]([F:11])([F:10])[F:9])[CH:5]=[CH:4][C:3]=1/[CH:12]=[CH:13]/[C:14]([O:16]C)=O.Cl.C1COCC1. The catalyst is O. The product is [F:9][C:8]([F:11])([F:10])[C:6]1[CH:7]=[C:2]2[C:3]([CH:12]=[CH:13][C:14]([OH:16])=[N:1]2)=[CH:4][CH:5]=1. The yield is 0.843. (9) The reactants are C([C@@H]([C@H](C(O)=O)O)O)(O)=O.[CH3:11][C@@H:12]1[CH2:16][CH2:15][CH2:14][NH:13]1.C(=O)([O-])[O-].[K+].[K+].CC1C=CC(S(O[CH2:34][CH2:35][C:36]2[CH:45]=[CH:44][C:43]3[C:38](=[CH:39][CH:40]=[C:41]([Br:46])[CH:42]=3)[N:37]=2)(=O)=O)=CC=1. The catalyst is C(#N)C. The product is [Br:46][C:41]1[CH:42]=[C:43]2[C:38](=[CH:39][CH:40]=1)[N:37]=[C:36]([CH2:35][CH2:34][N:13]1[CH2:14][CH2:15][CH2:16][C@H:12]1[CH3:11])[CH:45]=[CH:44]2. The yield is 0.920. (10) The reactants are Cl[CH2:2][C:3]1[N:12]([C:13]2[CH:18]=[CH:17][CH:16]=[CH:15][C:14]=2[Cl:19])[C:11](=[O:20])[C:10]2[C:5](=[CH:6][C:7]([F:22])=[C:8]([F:21])[CH:9]=2)[N:4]=1.O.[SH:24][C:25]1[N:33]=[CH:32][N:31]=[C:30]2[C:26]=1[NH:27][CH:28]=[N:29]2.C([O-])([O-])=O.[K+].[K+]. The catalyst is CN(C=O)C. The product is [Cl:19][C:14]1[CH:15]=[CH:16][CH:17]=[CH:18][C:13]=1[N:12]1[C:11](=[O:20])[C:10]2[C:5](=[CH:6][C:7]([F:22])=[C:8]([F:21])[CH:9]=2)[N:4]=[C:3]1[CH2:2][S:24][C:25]1[N:33]=[CH:32][N:31]=[C:30]2[C:26]=1[N:27]=[CH:28][NH:29]2. The yield is 0.530.